Dataset: Reaction yield outcomes from USPTO patents with 853,638 reactions. Task: Predict the reaction yield, written as a fraction of the theoretical maximum amount of product (1.0 means a 100% yield; for example, 0.34 means a 34% yield). (1) The reactants are [CH3:1][N:2]1[C:7](=[O:8])[CH:6]=[C:5]([C:9]2[CH:14]=[CH:13][N:12]=[CH:11][N:10]=2)[N:4]=[C:3]1[O:15][CH:16]1[CH2:21][CH2:20][N:19]([CH2:22][CH2:23][CH:24]2[CH2:29][CH2:28][NH:27][CH2:26][CH2:25]2)[CH2:18][CH2:17]1.[CH:30](=O)[C:31]1[CH:36]=[CH:35][CH:34]=[CH:33][CH:32]=1.C(O[BH-](OC(=O)C)OC(=O)C)(=O)C.[Na+]. The catalyst is C(O)(=O)C.ClCCCl. The product is [CH2:30]([N:27]1[CH2:26][CH2:25][CH:24]([CH2:23][CH2:22][N:19]2[CH2:18][CH2:17][CH:16]([O:15][C:3]3[N:2]([CH3:1])[C:7](=[O:8])[CH:6]=[C:5]([C:9]4[CH:14]=[CH:13][N:12]=[CH:11][N:10]=4)[N:4]=3)[CH2:21][CH2:20]2)[CH2:29][CH2:28]1)[C:31]1[CH:36]=[CH:35][CH:34]=[CH:33][CH:32]=1. The yield is 0.710. (2) The reactants are [CH3:1][S:2][C:3]1[CH:10]=[CH:9][C:6]([C:7]#[N:8])=[CH:5][CH:4]=1.P([S-])(OCC)(OCC)=[S:12].O. The catalyst is Cl.C(OCC)(=O)C. The product is [CH3:1][S:2][C:3]1[CH:10]=[CH:9][C:6]([C:7]([NH2:8])=[S:12])=[CH:5][CH:4]=1. The yield is 0.670.